This data is from Peptide-MHC class I binding affinity with 185,985 pairs from IEDB/IMGT. The task is: Regression. Given a peptide amino acid sequence and an MHC pseudo amino acid sequence, predict their binding affinity value. This is MHC class I binding data. The peptide sequence is LWCRQPPYR. The MHC is HLA-A33:01 with pseudo-sequence HLA-A33:01. The binding affinity (normalized) is 0.370.